From a dataset of Reaction yield outcomes from USPTO patents with 853,638 reactions. Predict the reaction yield, written as a fraction of the theoretical maximum amount of product (1.0 means a 100% yield; for example, 0.34 means a 34% yield). (1) The reactants are [ClH:1].O1CCOCC1.[Br:8][C:9]1[O:13][C:12]([C:14]([N:16]2[CH2:21][CH2:20][N:19](C(OC(C)(C)C)=O)[CH2:18][CH:17]2[CH2:29][O:30][C:31]2[CH:32]=[N:33][CH:34]=[CH:35][CH:36]=2)=[O:15])=[CH:11][CH:10]=1. The catalyst is CO. The product is [ClH:1].[ClH:1].[Br:8][C:9]1[O:13][C:12]([C:14]([N:16]2[CH2:21][CH2:20][NH:19][CH2:18][CH:17]2[CH2:29][O:30][C:31]2[CH:32]=[N:33][CH:34]=[CH:35][CH:36]=2)=[O:15])=[CH:11][CH:10]=1. The yield is 0.940. (2) The yield is 0.860. The product is [C:10]1([CH3:14])[CH:11]=[CH:12][C:7]([CH:5]([CH3:6])[C:4]([O:3][CH2:1][CH3:2])=[O:13])=[CH:8][CH:9]=1. The reactants are [CH2:1]([O:3][C:4](=[O:13])[CH:5]([C:7]1[CH:12]=[CH:11][CH:10]=[CH:9][CH:8]=1)[CH3:6])[CH3:2].[C:14]1(C)C=CC(CC(OCC)=O)=CC=1.[Li+].CC([N-]C(C)C)C.CI. The catalyst is C1COCC1.CN1C(=O)N(C)CCC1. (3) The reactants are [C:1]([Cl:4])(=O)C.Cl.[Cl:6][C:7]1[C:15]([NH:16][NH2:17])=[CH:14][CH:13]=[CH:12][C:8]=1[C:9]([OH:11])=[O:10]. The catalyst is CO. The product is [ClH:4].[Cl:6][C:7]1[C:15]([NH:16][NH2:17])=[CH:14][CH:13]=[CH:12][C:8]=1[C:9]([O:11][CH3:1])=[O:10]. The yield is 1.00. (4) The reactants are Cl[C:2]1[N:3]=[N:4][C:5]([C:8]([F:11])([F:10])[F:9])=[CH:6][CH:7]=1.[OH-].[NH4+:13]. The catalyst is C1COCC1. The product is [F:9][C:8]([F:11])([F:10])[C:5]1[N:4]=[N:3][C:2]([NH2:13])=[CH:7][CH:6]=1. The yield is 0.930. (5) The yield is 0.650. The reactants are [C:1]1(=[O:10])[C:9]2[C:4](=[CH:5][CH:6]=[CH:7][CH:8]=2)[CH2:3][CH2:2]1.Cl.C([O:16][N:17]=O)CCC. The catalyst is CCOCC. The product is [C:1]1(=[O:10])[C:9]2[C:4](=[CH:5][CH:6]=[CH:7][CH:8]=2)[CH2:3][C:2]1=[N:17][OH:16]. (6) The reactants are [CH3:1][CH:2]([CH3:19])[CH2:3][CH:4]([NH:6][CH2:7][CH2:8][CH2:9][CH2:10][CH2:11][CH2:12][CH2:13][CH2:14][CH2:15][CH2:16][CH2:17][CH3:18])[CH3:5].C(O[BH-](OC(=O)C)OC(=O)C)(=O)C.[Na+].C1COCC1.[CH2:39]([CH:41]([CH2:44][CH2:45][CH2:46][CH3:47])[CH:42]=O)[CH3:40]. The catalyst is C(O)(=O)C. The product is [CH2:39]([CH:41]([CH2:44][CH2:45][CH2:46][CH3:47])[CH2:42][N:6]([CH:4]([CH2:3][CH:2]([CH3:19])[CH3:1])[CH3:5])[CH2:7][CH2:8][CH2:9][CH2:10][CH2:11][CH2:12][CH2:13][CH2:14][CH2:15][CH2:16][CH2:17][CH3:18])[CH3:40]. The yield is 0.780. (7) The reactants are [CH3:1][O:2][CH2:3][CH2:4][N:5]([C:10]1[CH:45]=[CH:44][CH:43]=[CH:42][C:11]=1[CH2:12][N:13]1[C:17]2[N:18]=[C:19]([NH:22][C:23]3[CH:28]=[CH:27][C:26]([N:29]4[CH2:34][CH2:33][N:32](C(OC(C)(C)C)=O)[CH2:31][CH2:30]4)=[CH:25][CH:24]=3)[N:20]=[CH:21][C:16]=2[CH:15]=[CH:14]1)[S:6]([CH3:9])(=[O:8])=[O:7].FC(F)(F)C(O)=O.CO.C(Cl)Cl. The catalyst is ClCCl.O. The product is [CH3:1][O:2][CH2:3][CH2:4][N:5]([C:10]1[CH:45]=[CH:44][CH:43]=[CH:42][C:11]=1[CH2:12][N:13]1[C:17]2[N:18]=[C:19]([NH:22][C:23]3[CH:28]=[CH:27][C:26]([N:29]4[CH2:34][CH2:33][NH:32][CH2:31][CH2:30]4)=[CH:25][CH:24]=3)[N:20]=[CH:21][C:16]=2[CH:15]=[CH:14]1)[S:6]([CH3:9])(=[O:7])=[O:8]. The yield is 0.290.